This data is from Peptide-MHC class I binding affinity with 185,985 pairs from IEDB/IMGT. The task is: Regression. Given a peptide amino acid sequence and an MHC pseudo amino acid sequence, predict their binding affinity value. This is MHC class I binding data. (1) The peptide sequence is LSDAIFDDL. The MHC is HLA-A02:12 with pseudo-sequence HLA-A02:12. The binding affinity (normalized) is 0.0847. (2) The peptide sequence is AIKPITDQF. The MHC is HLA-A03:01 with pseudo-sequence HLA-A03:01. The binding affinity (normalized) is 0.0847. (3) The peptide sequence is FYLYLTFYF. The MHC is HLA-A29:02 with pseudo-sequence HLA-A29:02. The binding affinity (normalized) is 0. (4) The peptide sequence is RRFNRTKPM. The MHC is HLA-C04:01 with pseudo-sequence HLA-C04:01. The binding affinity (normalized) is 0.213.